The task is: Predict the product of the given reaction.. This data is from Forward reaction prediction with 1.9M reactions from USPTO patents (1976-2016). (1) The product is: [Cl:1][C:2]1[CH:7]=[CH:6][C:5]([C:8]2[N:12]([CH:13]3[CH2:15][CH2:14]3)[C:11](=[O:16])[N:10]([CH:17]([CH3:23])[C:18]([OH:20])=[O:19])[N:9]=2)=[CH:4][CH:3]=1. Given the reactants [Cl:1][C:2]1[CH:7]=[CH:6][C:5]([C:8]2[N:12]([CH:13]3[CH2:15][CH2:14]3)[C:11](=[O:16])[N:10]([CH:17]([CH3:23])[C:18]([O:20]CC)=[O:19])[N:9]=2)=[CH:4][CH:3]=1.[OH-].[K+], predict the reaction product. (2) Given the reactants C(OC([NH:8][C@@H:9]([C:19]([NH:21][CH2:22][C:23]([O:25]CC)=O)=[O:20])[CH2:10][C:11]1[CH:16]=[CH:15][C:14]([Cl:17])=[CH:13][C:12]=1[Cl:18])=O)(C)(C)C.C(O)(C(F)(F)F)=O, predict the reaction product. The product is: [Cl:18][C:12]1[CH:13]=[C:14]([Cl:17])[CH:15]=[CH:16][C:11]=1[CH2:10][C@H:9]1[NH:8][C:23](=[O:25])[CH2:22][NH:21][C:19]1=[O:20]. (3) Given the reactants C(OC(=O)[NH:7][C:8]1[CH:13]=[C:12]([N:14]([CH3:18])[CH2:15][CH2:16][CH3:17])[C:11]([C:19]#[N:20])=[CH:10][C:9]=1[NH:21][C:22](=[O:45])[CH2:23][C:24](=O)[C:25]1[CH:30]=[CH:29][CH:28]=[C:27]([N:31]2[C:35]([CH2:36][O:37]C3CCCCO3)=[CH:34][N:33]=[N:32]2)[CH:26]=1)(C)(C)C.C(O)(C(F)(F)F)=O, predict the reaction product. The product is: [OH:37][CH2:36][C:35]1[N:31]([C:27]2[CH:26]=[C:25]([C:24]3[CH2:23][C:22](=[O:45])[NH:21][C:9]4[CH:10]=[C:11]([C:19]#[N:20])[C:12]([N:14]([CH3:18])[CH2:15][CH2:16][CH3:17])=[CH:13][C:8]=4[N:7]=3)[CH:30]=[CH:29][CH:28]=2)[N:32]=[N:33][CH:34]=1. (4) Given the reactants [CH:1]1[CH:2]=[CH:3][C:4]2[NH:11][C:9](=[O:10])[CH:8]=[C:7]([CH2:12][CH:13]([NH:17][C:18]([C:20]3[CH:21]=[CH:22][C:23]([Cl:26])=[CH:24][CH:25]=3)=[O:19])[C:14]([OH:16])=[O:15])[C:5]=2[CH:6]=1.Br[CH2:28][CH:29]1[O:34][C:33]2[CH:35]=[CH:36][CH:37]=[CH:38][C:32]=2[O:31][CH2:30]1, predict the reaction product. The product is: [Cl:26][C:23]1[CH:24]=[CH:25][C:20]([C:18]([NH:17][CH:13]([CH2:12][C:7]2[C:5]3[C:4](=[CH:3][CH:2]=[CH:1][CH:6]=3)[NH:11][C:9](=[O:10])[CH:8]=2)[C:14]([O:16][CH2:28][CH:29]2[O:34][C:33]3[CH:35]=[CH:36][CH:37]=[CH:38][C:32]=3[O:31][CH2:30]2)=[O:15])=[O:19])=[CH:21][CH:22]=1.